The task is: Predict the reactants needed to synthesize the given product.. This data is from Full USPTO retrosynthesis dataset with 1.9M reactions from patents (1976-2016). (1) The reactants are: [F:1][C:2]1[CH:7]=[C:6](B2OC(C)(C)C(C)(C)O2)[CH:5]=[CH:4][C:3]=1[CH2:17][N:18]1[CH2:23][CH2:22][N:21]([C:24]([O:26][C:27]([CH3:30])([CH3:29])[CH3:28])=[O:25])[CH2:20][CH2:19]1.Br[C:32]1[CH:37]=[CH:36][CH:35]=[C:34]([CH3:38])[N:33]=1.C(=O)([O-])[O-].[K+].[K+].O1CCOCC1. Given the product [F:1][C:2]1[CH:7]=[C:6]([C:32]2[CH:37]=[CH:36][CH:35]=[C:34]([CH3:38])[N:33]=2)[CH:5]=[CH:4][C:3]=1[CH2:17][N:18]1[CH2:19][CH2:20][N:21]([C:24]([O:26][C:27]([CH3:30])([CH3:28])[CH3:29])=[O:25])[CH2:22][CH2:23]1, predict the reactants needed to synthesize it. (2) Given the product [CH:31]1([C@H:29]([NH:28][C:14]2[N:13]=[C:12]([C:35]#[N:36])[N:11]=[C:10]3[C:15]=2[N:16]([CH2:17][C:18]2[CH:19]=[CH:20][C:21]([C:24]([F:25])([F:27])[F:26])=[CH:22][CH:23]=2)[C:8]([C:5]2[CH:6]=[CH:7][C:2]([CH:38]4[CH2:40][CH2:39]4)=[CH:3][C:4]=2[CH3:37])=[N:9]3)[CH3:30])[CH2:32][CH2:33][CH2:34]1, predict the reactants needed to synthesize it. The reactants are: Br[C:2]1[CH:7]=[CH:6][C:5]([C:8]2[N:16]([CH2:17][C:18]3[CH:23]=[CH:22][C:21]([C:24]([F:27])([F:26])[F:25])=[CH:20][CH:19]=3)[C:15]3[C:10](=[N:11][C:12]([C:35]#[N:36])=[N:13][C:14]=3[NH:28][C@@H:29]([CH:31]3[CH2:34][CH2:33][CH2:32]3)[CH3:30])[N:9]=2)=[C:4]([CH3:37])[CH:3]=1.[CH:38]1(B(O)O)[CH2:40][CH2:39]1.P([O-])([O-])([O-])=O.[K+].[K+].[K+].C1(P(C2CCCCC2)C2CCCCC2)CCCCC1. (3) Given the product [C:16]([O:15][C@@H:10]([C@@H:9]([C@@H:19]([CH2:21][O:22][C:23](=[O:25])[CH3:24])[OH:20])[OH:8])[C@@H:11]([OH:14])[CH:12]=[O:13])(=[O:18])[CH3:17], predict the reactants needed to synthesize it. The reactants are: C([O:8][C@H:9]([C@@H:19]([CH2:21][O:22][C:23](=[O:25])[CH3:24])[OH:20])[C@H:10]([O:15][C:16](=[O:18])[CH3:17])[C@@H:11]([OH:14])[CH:12]=[O:13])C1C=CC=CC=1.[H][H]. (4) The reactants are: Cl.[Cl:2][C:3]1[CH:8]=[C:7]([Cl:9])[CH:6]=[CH:5][C:4]=1[CH2:10][CH2:11][NH:12][C:13]1[N:18]=[C:17]([O:19][CH3:20])[N:16]=[C:15]([C:21]2[CH:22]=[C:23]([C:27]([F:32])([F:31])[C:28]([OH:30])=[O:29])[CH:24]=[CH:25][CH:26]=2)[CH:14]=1.[CH2:33](O)[CH3:34]. Given the product [CH2:33]([O:29][C:28](=[O:30])[C:27]([C:23]1[CH:24]=[CH:25][CH:26]=[C:21]([C:15]2[CH:14]=[C:13]([NH:12][CH2:11][CH2:10][C:4]3[CH:5]=[CH:6][C:7]([Cl:9])=[CH:8][C:3]=3[Cl:2])[N:18]=[C:17]([O:19][CH3:20])[N:16]=2)[CH:22]=1)([F:31])[F:32])[CH3:34], predict the reactants needed to synthesize it. (5) Given the product [OH:16][CH:10]1[CH2:11][CH:12]2[CH2:13][CH2:14][CH:9]1[C:7](=[O:6])[NH:15]2, predict the reactants needed to synthesize it. The reactants are: C(O)(=O)C.C[O:6][C:7]([CH:9]1[CH2:14][CH2:13][CH:12]([NH2:15])[CH2:11][CH:10]1[OH:16])=O.